This data is from Catalyst prediction with 721,799 reactions and 888 catalyst types from USPTO. The task is: Predict which catalyst facilitates the given reaction. (1) Reactant: C(=O)([O-])[O-].[K+].[K+].[CH2:7](Br)[C:8]1[CH:13]=[CH:12][CH:11]=[CH:10][CH:9]=1.[Br:15][C:16]1[CH:17]=[C:18]([CH2:23][C:24]([CH3:26])=[O:25])[CH:19]=[CH:20][C:21]=1[OH:22].O. Product: [CH2:7]([O:22][C:21]1[CH:20]=[CH:19][C:18]([CH2:23][C:24]([CH3:26])=[O:25])=[CH:17][C:16]=1[Br:15])[C:8]1[CH:13]=[CH:12][CH:11]=[CH:10][CH:9]=1. The catalyst class is: 3. (2) Reactant: [CH3:1][O:2][C:3]1[CH:4]=[C:5]2[C:10](=[CH:11][C:12]=1[O:13][CH2:14][CH:15]1[CH2:20][CH2:19][NH:18][CH2:17][CH2:16]1)[N:9]=[CH:8][N:7]=[C:6]2[O:21][C:22]1[CH:23]=[C:24]2[C:28](=[CH:29][CH:30]=1)[NH:27][CH:26]=[C:25]2[CH3:31].Cl[CH2:33][C:34](=[O:36])[CH3:35].C(=O)([O-])[O-].[K+].[K+]. Product: [C:34]([CH2:35][N:18]1[CH2:19][CH2:20][CH:15]([CH2:14][O:13][C:12]2[CH:11]=[C:10]3[C:5]([C:6]([O:21][C:22]4[CH:23]=[C:24]5[C:28](=[CH:29][CH:30]=4)[NH:27][CH:26]=[C:25]5[CH3:31])=[N:7][CH:8]=[N:9]3)=[CH:4][C:3]=2[O:2][CH3:1])[CH2:16][CH2:17]1)(=[O:36])[CH3:33]. The catalyst class is: 3. (3) Reactant: [CH:1]([N:4]([CH:33]([CH3:35])[CH3:34])[CH2:5][CH2:6][C@@H:7]([C:14]1[CH:15]=[C:16]([CH2:21][CH2:22][CH2:23][CH2:24][O:25][CH2:26][CH2:27][CH2:28][CH2:29][CH2:30][C:31]#[N:32])[CH:17]=[CH:18][C:19]=1[OH:20])[C:8]1[CH:13]=[CH:12][CH:11]=[CH:10][CH:9]=1)([CH3:3])[CH3:2]. Product: [NH3:4].[NH2:32][CH2:31][CH2:30][CH2:29][CH2:28][CH2:27][CH2:26][O:25][CH2:24][CH2:23][CH2:22][CH2:21][C:16]1[CH:17]=[CH:18][C:19]([OH:20])=[C:14]([C@@H:7]([C:8]2[CH:13]=[CH:12][CH:11]=[CH:10][CH:9]=2)[CH2:6][CH2:5][N:4]([CH:33]([CH3:34])[CH3:35])[CH:1]([CH3:3])[CH3:2])[CH:15]=1. The catalyst class is: 171. (4) Reactant: O1CCCC1.B.N1CCCCC1.CS(O)(=O)=O.[O:18]=[C:19]([N:33]1[CH2:38][CH2:37][N:36]2[C:39]([C:42]([F:45])([F:44])[F:43])=[N:40][N:41]=[C:35]2[CH2:34]1)[CH:20]=[C:21]([NH2:32])[CH2:22][C:23]1[CH:28]=[C:27]([F:29])[C:26]([F:30])=[CH:25][C:24]=1[F:31].N. Product: [O:18]=[C:19]([N:33]1[CH2:38][CH2:37][N:36]2[C:39]([C:42]([F:45])([F:44])[F:43])=[N:40][N:41]=[C:35]2[CH2:34]1)[CH2:20][CH:21]([NH2:32])[CH2:22][C:23]1[CH:28]=[C:27]([F:29])[C:26]([F:30])=[CH:25][C:24]=1[F:31]. The catalyst class is: 6. (5) Product: [F:1][C:2]([F:7])([F:6])[C:3]([OH:5])=[O:4].[CH3:19][CH:17]([O:16][C:15]1[CH:14]=[CH:13][C:12]([C:20]2[O:24][N:23]=[C:22]([C:25]3[C:35]4[CH2:34][CH2:33][NH:32][CH2:31][CH2:30][C:29]=4[CH:28]=[CH:27][CH:26]=3)[N:21]=2)=[CH:11][C:10]=1[C:8]#[N:9])[CH3:18]. Reactant: [F:1][C:2]([F:7])([F:6])[C:3]([OH:5])=[O:4].[C:8]([C:10]1[CH:11]=[C:12]([C:20]2[O:24][N:23]=[C:22]([C:25]3[C:35]4[CH2:34][CH2:33][N:32](C(OC(C)(C)C)=O)[CH2:31][CH2:30][C:29]=4[CH:28]=[CH:27][CH:26]=3)[N:21]=2)[CH:13]=[CH:14][C:15]=1[O:16][CH:17]([CH3:19])[CH3:18])#[N:9]. The catalyst class is: 2. (6) Reactant: [F:1][C:2]1[CH:3]=[C:4]([CH:12]2[CH2:17][N:16]([C:18]([O:20]C3C=CC([N+]([O-])=O)=CC=3)=O)[CH2:15][CH:14]([C:30]([O:32][CH3:33])=[O:31])[CH2:13]2)[CH:5]=[CH:6][C:7]=1[C:8]([F:11])([F:10])[F:9].[NH:34]1[CH2:39][CH2:38][S:37][CH2:36][CH2:35]1.C(N(CC)C(C)C)(C)C.CN1CCCC1=O. Product: [F:1][C:2]1[CH:3]=[C:4]([CH:12]2[CH2:17][N:16]([C:18]([N:34]3[CH2:39][CH2:38][S:37][CH2:36][CH2:35]3)=[O:20])[CH2:15][CH:14]([C:30]([O:32][CH3:33])=[O:31])[CH2:13]2)[CH:5]=[CH:6][C:7]=1[C:8]([F:11])([F:9])[F:10]. The catalyst class is: 84. (7) Reactant: [CH:1]1([N:4]([CH2:28][C:29]2[CH:34]=[C:33]([CH2:35][CH2:36][CH2:37][O:38][CH3:39])[CH:32]=[C:31]([O:40][CH2:41][CH2:42][O:43][CH3:44])[CH:30]=2)[C:5]([C@@H:7]2[C@@:12]([OH:20])([C:13]3[CH:18]=[CH:17][NH:16][C:15](=[O:19])[CH:14]=3)[CH2:11][CH2:10][N:9]([C:21]([O:23][C:24]([CH3:27])([CH3:26])[CH3:25])=[O:22])[CH2:8]2)=[O:6])[CH2:3][CH2:2]1.[CH2:45](I)[CH2:46][CH2:47][CH3:48].C([O-])([O-])=O.[Cs+].[Cs+]. Product: [CH2:45]([N:16]1[CH:17]=[CH:18][C:13]([C@@:12]2([OH:20])[CH2:11][CH2:10][N:9]([C:21]([O:23][C:24]([CH3:26])([CH3:27])[CH3:25])=[O:22])[CH2:8][C@@H:7]2[C:5]([N:4]([CH:1]2[CH2:3][CH2:2]2)[CH2:28][C:29]2[CH:34]=[C:33]([CH2:35][CH2:36][CH2:37][O:38][CH3:39])[CH:32]=[C:31]([O:40][CH2:41][CH2:42][O:43][CH3:44])[CH:30]=2)=[O:6])=[CH:14][C:15]1=[O:19])[CH2:46][CH2:47][CH3:48]. The catalyst class is: 3. (8) Reactant: [Cl:1][C:2]1[CH:9]=[CH:8][CH:7]=[C:6]([F:10])[C:3]=1[CH:4]=O.[Br:11][C:12]1[CH:17]=[CH:16][C:15]([NH:18][NH2:19])=[CH:14][CH:13]=1.C([O-])(O)=O.[Na+]. Product: [Br:11][C:12]1[CH:17]=[CH:16][C:15]([NH:18]/[N:19]=[CH:4]/[C:3]2[C:6]([F:10])=[CH:7][CH:8]=[CH:9][C:2]=2[Cl:1])=[CH:14][CH:13]=1. The catalyst class is: 8. (9) Reactant: [N:1]([CH2:4][C@@H:5]([OH:35])[C@@H:6]([NH:16][C:17](=[O:34])[C:18]1[CH:32]=[C:31]([CH3:33])[CH:30]=[C:20]([C:21]([N:23]([CH2:27][CH2:28][CH3:29])[CH2:24][CH2:25][CH3:26])=[O:22])[CH:19]=1)[CH2:7][C:8]1[CH:13]=[C:12]([F:14])[CH:11]=[C:10]([F:15])[CH:9]=1)=[N+]=[N-].[C:36]([O:39]CC)(=[O:38])[CH3:37]. Product: [C:36]([OH:39])(=[O:38])[CH3:37].[NH2:1][CH2:4][C@@H:5]([OH:35])[C@@H:6]([NH:16][C:17](=[O:34])[C:18]1[CH:32]=[C:31]([CH3:33])[CH:30]=[C:20]([C:21]([N:23]([CH2:24][CH2:25][CH3:26])[CH2:27][CH2:28][CH3:29])=[O:22])[CH:19]=1)[CH2:7][C:8]1[CH:13]=[C:12]([F:14])[CH:11]=[C:10]([F:15])[CH:9]=1. The catalyst class is: 285.